This data is from Full USPTO retrosynthesis dataset with 1.9M reactions from patents (1976-2016). The task is: Predict the reactants needed to synthesize the given product. (1) Given the product [CH3:1][C@@H:2]1[N:7]([CH3:17])[CH2:6][CH2:5][N:4]([C:8]([O:10][C:11]([CH3:13])([CH3:12])[CH3:14])=[O:9])[CH2:3]1, predict the reactants needed to synthesize it. The reactants are: [CH3:1][C@@H:2]1[NH:7][CH2:6][CH2:5][N:4]([C:8]([O:10][C:11]([CH3:14])([CH3:13])[CH3:12])=[O:9])[CH2:3]1.C=O.[CH:17](O)=O. (2) Given the product [CH3:1][NH:2][C:3]1[C:8]([NH2:9])=[CH:7][C:6]([C:12]([F:15])([F:13])[F:14])=[CH:5][N:4]=1, predict the reactants needed to synthesize it. The reactants are: [CH3:1][NH:2][C:3]1[C:8]([N+:9]([O-])=O)=[CH:7][C:6]([C:12]([F:15])([F:14])[F:13])=[CH:5][N:4]=1.[H][H].